This data is from Reaction yield outcomes from USPTO patents with 853,638 reactions. The task is: Predict the reaction yield, written as a fraction of the theoretical maximum amount of product (1.0 means a 100% yield; for example, 0.34 means a 34% yield). (1) The reactants are [Cl:1][C:2]1[N:11]=[CH:10][C:5]2[O:6][CH2:7][CH2:8][NH:9][C:4]=2[CH:3]=1.Br[C:13]1[CH:14]=[C:15]([CH3:21])[C:16]([O:19][CH3:20])=[N:17][CH:18]=1.C([O-])([O-])=O.[Cs+].[Cs+]. The catalyst is O1CCOCC1.C1C=CC(/C=C/C(/C=C/C2C=CC=CC=2)=O)=CC=1.C1C=CC(/C=C/C(/C=C/C2C=CC=CC=2)=O)=CC=1.C1C=CC(/C=C/C(/C=C/C2C=CC=CC=2)=O)=CC=1.[Pd].[Pd].CC(C1C=C(C(C)C)C(C2C=CC=CC=2P(C2CCCCC2)C2CCCCC2)=C(C(C)C)C=1)C. The product is [Cl:1][C:2]1[N:11]=[CH:10][C:5]2[O:6][CH2:7][CH2:8][N:9]([C:13]3[CH:18]=[N:17][C:16]([O:19][CH3:20])=[C:15]([CH3:21])[CH:14]=3)[C:4]=2[CH:3]=1. The yield is 0.870. (2) The reactants are Br[CH:2]([C:4]1[CH:5]=[C:6]([C:22]([N:24]([CH3:26])[CH3:25])=[O:23])[CH:7]=[C:8]2[C:13]=1[O:12][C:11]([N:14]1[CH2:19][CH2:18][O:17][C@@H:16]([CH3:20])[CH2:15]1)=[CH:10][C:9]2=[O:21])[CH3:3].[F:27][C:28]1[CH:29]=[C:30]([CH:32]=[C:33]([F:35])[CH:34]=1)[NH2:31]. The catalyst is CC(N(C)C)=O.C(OCC)(=O)C. The product is [F:27][C:28]1[CH:29]=[C:30]([NH:31][CH:2]([C:4]2[CH:5]=[C:6]([C:22]([N:24]([CH3:26])[CH3:25])=[O:23])[CH:7]=[C:8]3[C:13]=2[O:12][C:11]([N:14]2[CH2:19][CH2:18][O:17][C@@H:16]([CH3:20])[CH2:15]2)=[CH:10][C:9]3=[O:21])[CH3:3])[CH:32]=[C:33]([F:35])[CH:34]=1. The yield is 0.600. (3) The reactants are Cl[C:2]1[N:7]=[C:6]([NH:8][C:9]2[CH:14]=[CH:13][C:12]([N:15]3[CH2:20][CH2:19][O:18][CH2:17][CH2:16]3)=[CH:11][C:10]=2[O:21][CH3:22])[C:5]([Cl:23])=[CH:4][N:3]=1.[CH3:24][O:25][C:26]1[C:27]([NH2:45])=[CH:28][C:29]2[CH2:35][CH2:34][N:33]([CH2:36][CH2:37][N:38]3[CH2:43][CH2:42][O:41][CH2:40][CH2:39]3)[CH2:32][CH2:31][C:30]=2[CH:44]=1. No catalyst specified. The product is [Cl:23][C:5]1[C:6]([NH:8][C:9]2[CH:14]=[CH:13][C:12]([N:15]3[CH2:20][CH2:19][O:18][CH2:17][CH2:16]3)=[CH:11][C:10]=2[O:21][CH3:22])=[N:7][C:2]([NH:45][C:27]2[C:26]([O:25][CH3:24])=[CH:44][C:30]3[CH2:31][CH2:32][N:33]([CH2:36][CH2:37][N:38]4[CH2:43][CH2:42][O:41][CH2:40][CH2:39]4)[CH2:34][CH2:35][C:29]=3[CH:28]=2)=[N:3][CH:4]=1. The yield is 0.220. (4) The catalyst is O. The product is [F:6][C:7]1[CH:24]=[CH:23][C:10]([O:11][C:12]2[CH:17]=[CH:16][C:15]([CH2:18][C:19]3[CH:26]=[C:25]([C:27]4[C:28]([NH2:34])=[N:29][C:30]([NH2:33])=[CH:31][CH:32]=4)[O:21][N:20]=3)=[CH:14][CH:13]=2)=[CH:9][CH:8]=1. The yield is 0.337. The reactants are O1CCCC1.[F:6][C:7]1[CH:24]=[CH:23][C:10]([O:11][C:12]2[CH:17]=[CH:16][C:15]([CH2:18][C:19](Cl)=[N:20][OH:21])=[CH:14][CH:13]=2)=[CH:9][CH:8]=1.[C:25]([C:27]1[C:28]([NH2:34])=[N:29][C:30]([NH2:33])=[CH:31][CH:32]=1)#[CH:26].C(N(CC)CC)C. (5) The reactants are [OH:1][CH:2]1[CH2:8][CH2:7][CH2:6][CH:5]([O:9][C:10]2[CH:15]=[CH:14][C:13]([N:16]3[C:21](=[O:22])[C:20]([CH2:23][C:24]4[CH:29]=[CH:28][C:27]([C:30]5[CH:35]=[CH:34][CH:33]=[CH:32][C:31]=5[C:36]5[NH:40][C:39](=[O:41])[O:38][N:37]=5)=[CH:26][CH:25]=4)=[C:19]([CH2:42][CH2:43][CH3:44])[N:18]=[C:17]3[CH3:45])=[CH:12][CH:11]=2)[CH2:4][CH2:3]1.CC(OI1(OC(C)=O)(OC(C)=O)OC(=O)C2C1=CC=CC=2)=O.C(OCC)(=O)C.S([O-])([O-])(=O)=S.[Na+].[Na+]. The catalyst is C(Cl)Cl.O. The product is [CH3:45][C:17]1[N:16]([C:13]2[CH:12]=[CH:11][C:10]([O:9][CH:5]3[CH2:6][CH2:7][CH2:8][C:2](=[O:1])[CH2:3][CH2:4]3)=[CH:15][CH:14]=2)[C:21](=[O:22])[C:20]([CH2:23][C:24]2[CH:29]=[CH:28][C:27]([C:30]3[CH:35]=[CH:34][CH:33]=[CH:32][C:31]=3[C:36]3[NH:40][C:39](=[O:41])[O:38][N:37]=3)=[CH:26][CH:25]=2)=[C:19]([CH2:42][CH2:43][CH3:44])[N:18]=1. The yield is 0.530. (6) The reactants are [CH2:1]([O:8][C@H:9]([C@@H:13]1[C:17](=[O:18])[O:16][C:15]([CH3:20])([CH3:19])[O:14]1)[C:10]([OH:12])=O)[C:2]1[CH:7]=[CH:6][CH:5]=[CH:4][CH:3]=1.[CH2:21]([SH:23])[CH3:22].C1CCC(N=C=NC2CCCCC2)CC1.C(O)(=O)C. The catalyst is C(Cl)Cl.CN(C)C1C=CN=CC=1.CCOCC. The product is [CH2:1]([O:8][C@H:9]([C@@H:13]1[C:17](=[O:18])[O:16][C:15]([CH3:20])([CH3:19])[O:14]1)[C:10](=[O:12])[S:23][CH2:21][CH3:22])[C:2]1[CH:3]=[CH:4][CH:5]=[CH:6][CH:7]=1. The yield is 0.150.